Dataset: Forward reaction prediction with 1.9M reactions from USPTO patents (1976-2016). Task: Predict the product of the given reaction. (1) Given the reactants [F:1][C:2]([F:45])([F:44])[C:3]1[CH:4]=[C:5]([CH:41]=[CH:42][CH:43]=1)[C:6]([NH:8][CH2:9][C:10]([NH:12][C@@H:13]1[CH2:17][CH2:16][N:15]([CH:18]2[CH2:24][CH2:23][CH2:22][N:21]([C:25]3[CH:40]=[CH:39][C:28]([C:29]([O:31][CH2:32]C4C=CC=CC=4)=[O:30])=[CH:27][CH:26]=3)[CH2:20][CH2:19]2)[CH2:14]1)=[O:11])=[O:7].FC1C=CC(C(OCC2C=CC=CC=2)=O)=CC=1, predict the reaction product. The product is: [F:45][C:2]([F:1])([F:44])[C:3]1[CH:4]=[C:5]([CH:41]=[CH:42][CH:43]=1)[C:6]([NH:8][CH2:9][C:10]([NH:12][C@@H:13]1[CH2:17][CH2:16][N:15]([CH:18]2[CH2:24][CH2:23][CH2:22][N:21]([C:25]3[CH:26]=[CH:27][C:28]([C:29]([O:31][CH3:32])=[O:30])=[CH:39][CH:40]=3)[CH2:20][CH2:19]2)[CH2:14]1)=[O:11])=[O:7]. (2) Given the reactants [Br:1][C:2]1[CH:11]=[CH:10][CH:9]=[C:8]2[C:3]=1[CH2:4][CH2:5][NH:6][CH:7]2[CH2:12][C:13]([O:15]C)=O.C([NH:24][CH2:25][C:26](O)=[O:27])(OC(C)(C)C)=O.C(N(CC)CC)C.Cl, predict the reaction product. The product is: [Br:1][C:2]1[CH:11]=[CH:10][CH:9]=[C:8]2[C:3]=1[CH2:4][CH2:5][N:6]1[C:26](=[O:27])[CH2:25][NH:24][C:13](=[O:15])[CH:12]=[C:7]12. (3) Given the reactants Br[C:2]1[CH:3]=[C:4]([F:15])[CH:5]=[C:6]2[C:10]=1[NH:9][C:8]([C:11]([NH2:13])=[O:12])=[C:7]2[CH3:14].[F:16][C:17]1[CH:18]=[C:19](B(O)O)[CH:20]=[CH:21][C:22]=1[F:23], predict the reaction product. The product is: [F:16][C:17]1[CH:18]=[C:19]([C:2]2[CH:3]=[C:4]([F:15])[CH:5]=[C:6]3[C:10]=2[NH:9][C:8]([C:11]([NH2:13])=[O:12])=[C:7]3[CH3:14])[CH:20]=[CH:21][C:22]=1[F:23]. (4) Given the reactants Cl[C:2]1[N:3]=[CH:4][CH:5]=[C:6]2[CH:10]=[C:9]([C:11]([NH:13][CH:14]3[CH2:19][CH2:18][CH2:17][CH2:16][CH2:15]3)=[O:12])[NH:8][C:7]=12.C(N(CC)CC)C, predict the reaction product. The product is: [CH:14]1([NH:13][C:11]([C:9]2[NH:8][C:7]3=[CH:2][N:3]=[CH:4][CH:5]=[C:6]3[CH:10]=2)=[O:12])[CH2:15][CH2:16][CH2:17][CH2:18][CH2:19]1. (5) The product is: [CH3:19][C:20]1[C:24]([C:2]2[CH:18]=[CH:17][C:5]3[NH:6][C:7](=[O:16])[O:8][CH:9]([C:10]4[CH:15]=[CH:14][CH:13]=[CH:12][CH:11]=4)[C:4]=3[CH:3]=2)=[C:23]([CH3:28])[O:22][N:21]=1. Given the reactants Br[C:2]1[CH:18]=[CH:17][C:5]2[NH:6][C:7](=[O:16])[O:8][CH:9]([C:10]3[CH:15]=[CH:14][CH:13]=[CH:12][CH:11]=3)[C:4]=2[CH:3]=1.[CH3:19][C:20]1[C:24](B(O)O)=[C:23]([CH3:28])[O:22][N:21]=1.C(=O)([O-])[O-].[Na+].[Na+], predict the reaction product. (6) Given the reactants [NH2:1][CH2:2][CH2:3][CH2:4][C@H:5]([NH:9][C:10]([C:12]1[C:13](=[O:26])[N:14]([CH2:18][C:19]2[CH:24]=[CH:23][C:22]([Br:25])=[CH:21][CH:20]=2)[CH:15]=[CH:16][CH:17]=1)=[O:11])[C:6]([OH:8])=[O:7].[C:27]([OH:33])([C:29]([F:32])([F:31])[F:30])=[O:28].C(O)C.Cl.[C:38](=[NH:43])(OCC)[CH3:39], predict the reaction product. The product is: [Br:25][C:22]1[CH:23]=[CH:24][C:19]([CH2:18][N:14]2[CH:15]=[CH:16][CH:17]=[C:12]([C:10]([NH:9][C@@H:5]([CH2:4][CH2:3][CH2:2][NH:1][C:38](=[NH:43])[CH3:39])[C:6]([OH:8])=[O:7])=[O:11])[C:13]2=[O:26])=[CH:20][CH:21]=1.[C:27]([OH:33])([C:29]([F:32])([F:31])[F:30])=[O:28].